Task: Predict the product of the given reaction.. Dataset: Forward reaction prediction with 1.9M reactions from USPTO patents (1976-2016) (1) Given the reactants [C:1]([O:5][C:6]([N:8]1[CH2:13][CH2:12][C:11]2[O:14][N:15]=[C:16]([C:17]([OH:19])=O)[C:10]=2[CH2:9]1)=[O:7])([CH3:4])([CH3:3])[CH3:2].[CH3:20][C:21]([C:23]1[CH:28]=[CH:27][C:26]([N:29]2[CH2:34][CH2:33][NH:32][CH2:31][CH2:30]2)=[CH:25][CH:24]=1)=[O:22], predict the reaction product. The product is: [C:1]([O:5][C:6]([N:8]1[CH2:13][CH2:12][C:11]2[O:14][N:15]=[C:16]([C:17]([N:32]3[CH2:31][CH2:30][N:29]([C:26]4[CH:25]=[CH:24][C:23]([C:21](=[O:22])[CH3:20])=[CH:28][CH:27]=4)[CH2:34][CH2:33]3)=[O:19])[C:10]=2[CH2:9]1)=[O:7])([CH3:2])([CH3:3])[CH3:4]. (2) The product is: [O:18]1[C:17]2=[CH:16][CH:15]=[CH:14][C:5]([NH2:6])=[C:4]2[CH2:3][CH2:19]1. Given the reactants OC[CH2:3][C:4]1[C:17]([O:18][CH3:19])=[CH:16][CH:15]=[CH:14][C:5]=1[NH:6]C(OC(C)(C)C)=O.Br.[OH-].[Na+], predict the reaction product. (3) Given the reactants [F:1][C:2]1[CH:10]=[CH:9][C:5]([C:6](Cl)=[O:7])=[CH:4][CH:3]=1.[NH2:11][C:12]1[CH:30]=[CH:29][C:15]([O:16]N(C(C)(C)C)C(=O)OC(C)(C)C)=[C:14]([C:31]2[N:32]([CH3:37])[N:33]=[CH:34][C:35]=2[Br:36])[CH:13]=1.C([N:41](CC)[CH:42]([CH3:44])[CH3:43])(C)C.[C:47](O)(C(F)(F)F)=O, predict the reaction product. The product is: [NH2:41][C:42]([CH3:44])([CH3:47])[CH2:43][O:16][C:15]1[CH:29]=[CH:30][C:12]([NH:11][C:6](=[O:7])[C:5]2[CH:9]=[CH:10][C:2]([F:1])=[CH:3][CH:4]=2)=[CH:13][C:14]=1[C:31]1[N:32]([CH3:37])[N:33]=[CH:34][C:35]=1[Br:36]. (4) Given the reactants [C:1]([C:4]1[CH:25]=[CH:24][C:7]([O:8][CH2:9][CH:10]2[CH:15]([NH:16]C(=O)OC(C)(C)C)[CH2:14][CH2:13][O:12][CH2:11]2)=[CH:6][CH:5]=1)(=[O:3])[CH3:2].[ClH:26].CCOC(C)=O, predict the reaction product. The product is: [ClH:26].[NH2:16][CH:15]1[CH2:14][CH2:13][O:12][CH2:11][CH:10]1[CH2:9][O:8][C:7]1[CH:24]=[CH:25][C:4]([C:1](=[O:3])[CH3:2])=[CH:5][CH:6]=1.